Dataset: Forward reaction prediction with 1.9M reactions from USPTO patents (1976-2016). Task: Predict the product of the given reaction. The product is: [C:20]([O:15][CH2:14][CH2:13][CH2:12][C:6]1([CH2:5][O:4][Si:3]([CH2:1][CH3:2])([CH2:16][CH3:17])[CH2:18][CH3:19])[CH2:11][CH2:10][CH2:9][CH2:8][CH2:7]1)(=[O:22])[CH3:21]. Given the reactants [CH2:1]([Si:3]([CH2:18][CH3:19])([CH2:16][CH3:17])[O:4][CH2:5][C:6]1([CH2:12][CH2:13][CH2:14][OH:15])[CH2:11][CH2:10][CH2:9][CH2:8][CH2:7]1)[CH3:2].[C:20](OC(=O)C)(=[O:22])[CH3:21], predict the reaction product.